From a dataset of Full USPTO retrosynthesis dataset with 1.9M reactions from patents (1976-2016). Predict the reactants needed to synthesize the given product. (1) Given the product [C:1]([O:5][C:6]([N:8]1[CH2:12][CH2:11][CH2:10][C:9]1([C:15]1[CH:20]=[CH:19][C:18]([F:21])=[CH:17][CH:16]=1)[CH:13]=[O:14])=[O:7])([CH3:4])([CH3:2])[CH3:3], predict the reactants needed to synthesize it. The reactants are: [C:1]([O:5][C:6]([N:8]1[CH2:12][CH2:11][CH2:10][C:9]1([C:15]1[CH:20]=[CH:19][C:18]([F:21])=[CH:17][CH:16]=1)[CH2:13][OH:14])=[O:7])([CH3:4])([CH3:3])[CH3:2].CC(OI1(OC(C)=O)(OC(C)=O)OC(=O)C2C=CC=CC1=2)=O. (2) Given the product [CH2:1]([O:8][C:9]1[CH:14]=[CH:13][C:12]([CH2:15][CH:16]([O:22][C:27]2[CH:28]=[CH:29][C:24]([F:23])=[CH:25][CH:26]=2)[C:17]([O:19][CH2:20][CH3:21])=[O:18])=[CH:11][CH:10]=1)[C:2]1[CH:7]=[CH:6][CH:5]=[CH:4][CH:3]=1, predict the reactants needed to synthesize it. The reactants are: [CH2:1]([O:8][C:9]1[CH:14]=[CH:13][C:12]([CH2:15][CH:16]([OH:22])[C:17]([O:19][CH2:20][CH3:21])=[O:18])=[CH:11][CH:10]=1)[C:2]1[CH:7]=[CH:6][CH:5]=[CH:4][CH:3]=1.[F:23][C:24]1[CH:29]=[CH:28][C:27](O)=[CH:26][CH:25]=1.C1(P(C2C=CC=CC=2)C2C=CC=CC=2)C=CC=CC=1.CCOC(/N=N/C(OCC)=O)=O. (3) Given the product [CH:49]1[C:58]2[C:53](=[CH:54][CH:55]=[CH:56][CH:57]=2)[CH:52]=[CH:51][C:50]=1[C:59]1[CH:60]=[C:61]([NH:65][C:22]([C:17]2[C:18](=[O:21])[O:19][C:20]3[C:15]([CH:16]=2)=[CH:14][CH:13]=[CH:12][C:11]=3[OH:10])=[O:24])[CH:62]=[CH:63][CH:64]=1, predict the reactants needed to synthesize it. The reactants are: CCN(C(C)C)C(C)C.[OH:10][C:11]1[CH:12]=[CH:13][CH:14]=[C:15]2[C:20]=1[O:19][C:18](=[O:21])[C:17]([C:22]([OH:24])=O)=[CH:16]2.CN(C(ON1N=NC2C=CC=NC1=2)=[N+](C)C)C.F[P-](F)(F)(F)(F)F.[CH:49]1[C:58]2[C:53](=[CH:54][CH:55]=[CH:56][CH:57]=2)[CH:52]=[CH:51][C:50]=1[C:59]1[CH:60]=[C:61]([NH2:65])[CH:62]=[CH:63][CH:64]=1. (4) The reactants are: [F:1][C:2]1[CH:3]=[C:4]2[C:9](=[CH:10][C:11]=1[F:12])[NH:8][C:7](=[O:13])[CH:6]=[N:5]2.C(=O)([O-])[O-].[K+].[K+].[CH2:20](I)[CH:21]=[CH2:22]. Given the product [F:1][C:2]1[CH:3]=[C:4]2[C:9](=[CH:10][C:11]=1[F:12])[N:8]([CH2:22][CH:21]=[CH2:20])[C:7](=[O:13])[CH:6]=[N:5]2, predict the reactants needed to synthesize it. (5) Given the product [CH2:1]([N:3]([CH2:4][C:5]1[CH:6]=[CH:7][C:8]([O:11][CH2:35][CH2:36][N:37]2[CH2:42][CH2:41][O:40][CH2:39][CH2:38]2)=[CH:9][CH:10]=1)[C:13]1[CH:18]=[C:17]([OH:19])[CH:16]=[CH:15][C:14]=1[CH:21]1[CH2:30][CH2:29][C:28]2[CH:27]=[C:26]([OH:31])[CH:25]=[CH:24][C:23]=2[CH2:22]1)[CH3:2], predict the reactants needed to synthesize it. The reactants are: [CH2:1]([N:3]([C:13]1[CH:18]=[C:17]([O:19]C)[CH:16]=[CH:15][C:14]=1[CH:21]1[CH2:30][CH2:29][C:28]2[C:23](=[CH:24][CH:25]=[C:26]([O:31]C)[CH:27]=2)[CH2:22]1)[C:4](=O)[C:5]1[CH:10]=[CH:9][C:8]([OH:11])=[CH:7][CH:6]=1)[CH3:2].Cl.Cl[CH2:35][CH2:36][N:37]1[CH2:42][CH2:41][O:40][CH2:39][CH2:38]1.